This data is from Catalyst prediction with 721,799 reactions and 888 catalyst types from USPTO. The task is: Predict which catalyst facilitates the given reaction. (1) Reactant: CO.C[O:4][C:5](=[O:30])[C:6]1[C:11]([NH:12][C:13](=[O:29])[CH:14]([NH:18][C:19]([O:21][CH2:22][C:23]2[CH:28]=[CH:27][CH:26]=[CH:25][CH:24]=2)=[O:20])[CH:15]([CH3:17])[CH3:16])=[CH:10][CH:9]=[N:8][CH:7]=1.[OH-].[Na+]. Product: [CH2:22]([O:21][C:19]([NH:18][CH:14]([CH:15]([CH3:17])[CH3:16])[C:13]([NH:12][C:11]1[C:6]([C:5]([OH:30])=[O:4])=[CH:7][N:8]=[CH:9][CH:10]=1)=[O:29])=[O:20])[C:23]1[CH:24]=[CH:25][CH:26]=[CH:27][CH:28]=1. The catalyst class is: 6. (2) Reactant: [C:52](NCCCOCCOCCOCCCNC(=O)C1C=C(C=[N+]=[N-])C=C(C(NCCCOCCOCCOCCCN[C:52](=[O:66])[CH2:53][CH2:54][CH2:55][CH2:56][C@H:57]2[C@@H:65]3[C@@H:60]([NH:61][C:62]([NH:64]3)=[O:63])[CH2:59][S:58]2)=O)C=1)(=[O:66])[CH2:53][CH2:54][CH2:55][CH2:56][C@H:57]1[C@@H:65]2[C@@H:60]([NH:61][C:62]([NH:64]2)=[O:63])[CH2:59][S:58]1.[OH2:74].Cl. Product: [OH:74][C:52]([CH2:53][CH2:54][CH2:55][CH2:56][C@H:57]1[C@@H:65]2[C@@H:60]([NH:61][C:62]([NH:64]2)=[O:63])[CH2:59][S:58]1)=[O:66]. The catalyst class is: 16. (3) Reactant: [CH3:1][N:2]1[N:6]=[N:5][C:4]([C:7]2[CH:12]=[CH:11][C:10]([C:13]3[CH:18]=[CH:17][C:16]([N:19]4[CH2:23][C@H:22]([CH2:24]O)[O:21][C:20]4=[O:26])=[CH:15][C:14]=3[F:27])=[CH:9][N:8]=2)=[N:3]1.C(N(S(F)(F)[F:34])CC)C.C(N(CC)CC)C. Product: [CH3:1][N:2]1[N:6]=[N:5][C:4]([C:7]2[CH:12]=[CH:11][C:10]([C:13]3[CH:18]=[CH:17][C:16]([N:19]4[CH2:23][C@H:22]([CH2:24][F:34])[O:21][C:20]4=[O:26])=[CH:15][C:14]=3[F:27])=[CH:9][N:8]=2)=[N:3]1. The catalyst class is: 2. (4) Reactant: [C:1]1([C:7]2[C:20]3[C:21]4=[C:22]5[C:17](=[CH:18][CH:19]=3)[CH:16]=[CH:15][C:14]([C:23]3[CH:28]=[CH:27][CH:26]=[CH:25][CH:24]=3)=[C:13]5[CH:12]=[CH:11][C:10]4=[CH:9][CH:8]=2)[CH:6]=[CH:5][CH:4]=[CH:3][CH:2]=1.[Br:29]N1C(=O)CCC1=O. Product: [Br:29][C:16]1[CH:15]=[C:14]([C:23]2[CH:24]=[CH:25][CH:26]=[CH:27][CH:28]=2)[C:13]2[C:22]3=[C:21]4[C:10]([CH:9]=[CH:8][C:7]([C:1]5[CH:2]=[CH:3][CH:4]=[CH:5][CH:6]=5)=[C:20]4[CH:19]=[CH:18][C:17]=13)=[CH:11][CH:12]=2. The catalyst class is: 3. (5) Product: [CH3:3][C:4]1([CH3:16])[C:8]([CH3:9])([CH3:10])[O:7][B:6]([C:11]2[CH:15]=[N:14][N:13]([CH2:23][C:24]([F:27])([F:26])[F:25])[CH:12]=2)[O:5]1. Reactant: [H-].[Na+].[CH3:3][C:4]1([CH3:16])[C:8]([CH3:10])([CH3:9])[O:7][B:6]([C:11]2[CH:12]=[N:13][NH:14][CH:15]=2)[O:5]1.FC(F)(F)S(O[CH2:23][C:24]([F:27])([F:26])[F:25])(=O)=O. The catalyst class is: 3. (6) Reactant: [F:1][C:2]1[CH:7]=[C:6]([F:8])[CH:5]=[CH:4][C:3]=1/[CH:9]=[CH:10]/[C:11]1[CH:16]=[CH:15][C:14]([S:17]([C:20]2[CH:27]=[CH:26][C:23]([C:24]#[N:25])=[CH:22][CH:21]=2)(=[O:19])=[O:18])=[CH:13][CH:12]=1.C(=O)([O-])[O-:29].[K+].[K+].OO.S([O-])([O-])=O.[Na+].[Na+]. Product: [F:1][C:2]1[CH:7]=[C:6]([F:8])[CH:5]=[CH:4][C:3]=1/[CH:9]=[CH:10]/[C:11]1[CH:12]=[CH:13][C:14]([S:17]([C:20]2[CH:27]=[CH:26][C:23]([C:24]([NH2:25])=[O:29])=[CH:22][CH:21]=2)(=[O:18])=[O:19])=[CH:15][CH:16]=1. The catalyst class is: 58. (7) Reactant: [C:1]([C:4]1[C:5](=[O:12])[NH:6][C:7]([CH3:11])=[CH:8][C:9]=1[OH:10])(=[O:3])[CH3:2].[Cl:13][C:14]1[CH:15]=[C:16]([CH:19]=[CH:20][C:21]=1[O:22][C:23]([F:26])([F:25])[F:24])[CH:17]=O.N1CCCCC1. Product: [OH:10][C:9]1[CH:8]=[C:7]([CH3:11])[NH:6][C:5](=[O:12])[C:4]=1[C:1](=[O:3])[CH:2]=[CH:17][C:16]1[CH:19]=[CH:20][C:21]([O:22][C:23]([F:24])([F:25])[F:26])=[C:14]([Cl:13])[CH:15]=1. The catalyst class is: 228. (8) Reactant: [CH2:1]([O:8][C:9]1[CH:14]=[CH:13][C:12]([S:15][CH3:16])=[C:11]([CH3:17])[CH:10]=1)[C:2]1[CH:7]=[CH:6][CH:5]=[CH:4][CH:3]=1.ClC1C=CC=C(C(OO)=[O:26])C=1. Product: [CH3:16][S:15]([C:12]1[CH:13]=[CH:14][C:9]([O:8][CH2:1][C:2]2[CH:3]=[CH:4][CH:5]=[CH:6][CH:7]=2)=[CH:10][C:11]=1[CH3:17])=[O:26]. The catalyst class is: 22. (9) Reactant: [CH3:1][C:2]1[C:7]([CH2:8][C:9]2[CH:14]=[CH:13][CH:12]=[C:11]([CH3:15])[CH:10]=2)=[C:6]([CH3:16])[N:5]2[N:17]=[CH:18][C:19]([C:20](O)=[O:21])=[C:4]2[N:3]=1.CN(C(ON1N=NC2C=C[CH:36]=[CH:37][C:32]1=2)=[N+](C)C)C.[B-](F)(F)(F)F.C(N(CC)CC)C.[CH3:52][O:53][CH2:54][CH2:55][NH2:56]. Product: [CH3:52][O:53][CH2:54][CH2:55][NH:56][C:20]([C:19]1[CH:18]=[N:17][N:5]2[C:6]([CH3:16])=[C:7]([CH2:8][C:9]3[CH:14]=[CH:13][C:12]4[C:11](=[CH:15][CH:32]=[CH:37][CH:36]=4)[CH:10]=3)[C:2]([CH3:1])=[N:3][C:4]=12)=[O:21]. The catalyst class is: 3. (10) Reactant: F[P-](F)(F)(F)(F)F.Br[P+](N1CCCC1)(N1CCCC1)N1CCCC1.C(N(C(C)C)CC)(C)C.[N:34]1[C:43]2[C:38](=[CH:39][CH:40]=[C:41]([C:44]([OH:46])=O)[CH:42]=2)[CH:37]=[CH:36][CH:35]=1.[CH3:47][O:48][C:49](=[O:58])[C:50]1[CH:55]=[CH:54][C:53]([NH2:56])=[CH:52][C:51]=1[Cl:57]. Product: [CH3:47][O:48][C:49](=[O:58])[C:50]1[CH:55]=[CH:54][C:53]([NH:56][C:44]([C:41]2[CH:42]=[C:43]3[C:38]([CH:37]=[CH:36][CH:35]=[N:34]3)=[CH:39][CH:40]=2)=[O:46])=[CH:52][C:51]=1[Cl:57]. The catalyst class is: 7.